Task: Predict the product of the given reaction.. Dataset: Forward reaction prediction with 1.9M reactions from USPTO patents (1976-2016) (1) Given the reactants Cl[CH2:2][CH2:3][CH2:4][S:5]([N:8]1[CH2:13][CH2:12][CH:11]([C:14]2[C:22]3[C:17](=[C:18]([C:29]([NH2:31])=[O:30])[CH:19]=[C:20]([C:23]4[CH:28]=[CH:27][CH:26]=[CH:25][CH:24]=4)[CH:21]=3)[NH:16][CH:15]=2)[CH2:10][CH2:9]1)(=[O:7])=[O:6].[CH3:32][O:33][C:34]1[CH:39]=[CH:38][C:37]([OH:40])=[CH:36][CH:35]=1.C([O-])([O-])=O.[K+].[K+], predict the reaction product. The product is: [CH3:32][O:33][C:34]1[CH:39]=[CH:38][C:37]([O:40][CH2:2][CH2:3][CH2:4][S:5]([N:8]2[CH2:13][CH2:12][CH:11]([C:14]3[C:22]4[C:17](=[C:18]([C:29]([NH2:31])=[O:30])[CH:19]=[C:20]([C:23]5[CH:28]=[CH:27][CH:26]=[CH:25][CH:24]=5)[CH:21]=4)[NH:16][CH:15]=3)[CH2:10][CH2:9]2)(=[O:7])=[O:6])=[CH:36][CH:35]=1. (2) Given the reactants [CH2:1]1[C:3]2([CH2:8][N:7]([C:9]3[C:10]4[CH:17]=[CH:16][NH:15][C:11]=4[N:12]=[CH:13][N:14]=3)[CH2:6][CH2:5][NH:4]2)[CH2:2]1.C(N(CC)CC)C.Cl[S:26]([NH:29][C:30](=[O:36])[O:31][C:32]([CH3:35])([CH3:34])[CH3:33])(=[O:28])=[O:27], predict the reaction product. The product is: [N:12]1[C:11]2[NH:15][CH:16]=[CH:17][C:10]=2[C:9]([N:7]2[CH2:6][CH2:5][N:4]([S:26]([NH:29][C:30](=[O:36])[O:31][C:32]([CH3:34])([CH3:33])[CH3:35])(=[O:27])=[O:28])[C:3]3([CH2:1][CH2:2]3)[CH2:8]2)=[N:14][CH:13]=1. (3) The product is: [F:12][C:6]1[CH:5]=[CH:4][C:3]([C:1]#[N:2])=[CH:11][C:7]=1[C:8]([Cl:15])=[O:9]. Given the reactants [C:1]([C:3]1[CH:4]=[CH:5][C:6]([F:12])=[C:7]([CH:11]=1)[C:8](O)=[O:9])#[N:2].S(Cl)([Cl:15])=O, predict the reaction product.